Dataset: Reaction yield outcomes from USPTO patents with 853,638 reactions. Task: Predict the reaction yield, written as a fraction of the theoretical maximum amount of product (1.0 means a 100% yield; for example, 0.34 means a 34% yield). (1) The reactants are [CH3:1][O:2][CH2:3][CH2:4][O:5][C:6]1[CH:10]=[C:9]([C:11]([O:13]C)=[O:12])[N:8]([CH3:15])[N:7]=1.[OH-].[Na+]. The catalyst is CO. The product is [CH3:1][O:2][CH2:3][CH2:4][O:5][C:6]1[CH:10]=[C:9]([C:11]([OH:13])=[O:12])[N:8]([CH3:15])[N:7]=1. The yield is 0.960. (2) The reactants are [NH2:1][C:2]1[CH:3]=[CH:4][C:5]2[C:6]3[N:14]=[C:13](Br)[CH:12]=[C:11]([C:16]([NH2:18])=[O:17])[C:7]=3[NH:8][C:9]=2[CH:10]=1.CC1(C)C(C)(C)OB([C:27]2[CH:39]=[CH:38][C:30]([CH2:31][N:32]3[CH2:37][CH2:36][O:35][CH2:34][CH2:33]3)=[CH:29][CH:28]=2)O1.C([O-])([O-])=O.[Na+].[Na+].C(O)(C(F)(F)F)=O.N. The catalyst is CN(C=O)C.CO.C1C=CC(P(C2C=CC=CC=2)[C-]2C=CC=C2)=CC=1.C1C=CC(P(C2C=CC=CC=2)[C-]2C=CC=C2)=CC=1.Cl[Pd]Cl.[Fe+2].C(Cl)Cl.O.COCCOC. The product is [NH2:1][C:2]1[CH:3]=[CH:4][C:5]2[C:6]3[N:14]=[C:13]([C:27]4[CH:28]=[CH:29][C:30]([CH2:31][N:32]5[CH2:37][CH2:36][O:35][CH2:34][CH2:33]5)=[CH:38][CH:39]=4)[CH:12]=[C:11]([C:16]([NH2:18])=[O:17])[C:7]=3[NH:8][C:9]=2[CH:10]=1. The yield is 0.510. (3) The reactants are [Cl:1][C:2]1[CH:3]=[CH:4][C:5]2[S:11][C@H:10]([C:12]3[CH:17]=[C:16]([F:18])[CH:15]=[CH:14][C:13]=3[F:19])[C@H:9]([NH:20][C:21](=[O:36])[C@H:22]([CH3:35])[NH:23][C:24](=[O:34])[CH2:25][C:26]3[CH:31]=[C:30]([F:32])[CH:29]=[C:28]([F:33])[CH:27]=3)[C:8](=[O:37])[NH:7][C:6]=2[CH:38]=1.[H-].[Na+].I[CH3:42]. The catalyst is CN(C=O)C. The product is [Cl:1][C:2]1[CH:3]=[CH:4][C:5]2[S:11][C@H:10]([C:12]3[CH:17]=[C:16]([F:18])[CH:15]=[CH:14][C:13]=3[F:19])[C@H:9]([NH:20][C:21](=[O:36])[C@H:22]([CH3:35])[NH:23][C:24](=[O:34])[CH2:25][C:26]3[CH:27]=[C:28]([F:33])[CH:29]=[C:30]([F:32])[CH:31]=3)[C:8](=[O:37])[N:7]([CH3:42])[C:6]=2[CH:38]=1. The yield is 0.820.